Task: Predict the product of the given reaction.. Dataset: Forward reaction prediction with 1.9M reactions from USPTO patents (1976-2016) (1) The product is: [Cl:1][C:2]1[CH:3]=[CH:4][C:5]([CH:8]([NH:29][C:30]2[CH:35]=[CH:34][C:33](=[O:36])[N:32]([CH3:37])[CH:31]=2)[C:9]2[C:10]([C:24]([OH:26])=[O:25])=[N:11][N:12]([CH2:15][C:16]3[CH:17]=[CH:18][C:19]([O:22][CH3:23])=[CH:20][CH:21]=3)[C:13]=2[CH3:14])=[CH:6][CH:7]=1. Given the reactants [Cl:1][C:2]1[CH:7]=[CH:6][C:5]([CH:8]([NH:29][C:30]2[CH:35]=[CH:34][C:33](=[O:36])[N:32]([CH3:37])[CH:31]=2)[C:9]2[C:10]([C:24]([O:26]CC)=[O:25])=[N:11][N:12]([CH2:15][C:16]3[CH:21]=[CH:20][C:19]([O:22][CH3:23])=[CH:18][CH:17]=3)[C:13]=2[CH3:14])=[CH:4][CH:3]=1.O[Li].O, predict the reaction product. (2) Given the reactants C1(P(C2CCCCC2)C2C=CC=CC=2C2C(C(C)C)=CC(C(C)C)=CC=2C(C)C)CCCCC1.Br[C:36]1[CH:37]=[CH:38][C:39]([O:44][CH3:45])=[C:40]([CH:43]=1)[C:41]#[N:42].[Si:46]([O:53][C@H:54]([CH3:57])[CH2:55][NH2:56])([C:49]([CH3:52])([CH3:51])[CH3:50])([CH3:48])[CH3:47].C(=O)([O-])[O-].[Cs+].[Cs+], predict the reaction product. The product is: [Si:46]([O:53][C@H:54]([CH3:57])[CH2:55][NH:56][C:36]1[CH:37]=[CH:38][C:39]([O:44][CH3:45])=[C:40]([CH:43]=1)[C:41]#[N:42])([C:49]([CH3:52])([CH3:51])[CH3:50])([CH3:48])[CH3:47]. (3) Given the reactants [CH3:1][C:2]1([C:5]2[NH:6][C:7]3[C:12]([CH:13]=2)=[CH:11][C:10]([N+:14]([O-])=O)=[CH:9][CH:8]=3)[CH2:4][CH2:3]1, predict the reaction product. The product is: [CH3:1][C:2]1([C:5]2[NH:6][C:7]3[C:12]([CH:13]=2)=[CH:11][C:10]([NH2:14])=[CH:9][CH:8]=3)[CH2:4][CH2:3]1. (4) Given the reactants [Cl:1][C:2]1[CH:15]=[CH:14][C:5]2[N:6]3[CH:11]=[C:10]([CH2:12][OH:13])[N:9]=[C:7]3[S:8][C:4]=2[CH:3]=1, predict the reaction product. The product is: [CH:12]([C:10]1[N:9]=[C:7]2[N:6]([CH:11]=1)[C:5]1[CH:14]=[CH:15][C:2]([Cl:1])=[CH:3][C:4]=1[S:8]2)=[O:13]. (5) Given the reactants [NH2:1][C:2]1[CH:3]=[C:4]([Cl:10])[C:5]([C:8]#[N:9])=[N:6][CH:7]=1.[CH2:11]([N:13]1[C:22]2[C:17](=[CH:18][C:19]([NH:23][C:24]([CH2:26][CH:27]([CH3:32])[CH2:28][C:29](O)=[O:30])=[O:25])=[CH:20][CH:21]=2)[C:16](=[O:33])[N:15]([CH2:34][CH3:35])[C:14]1=[O:36])[CH3:12].CCN(C(C)C)C(C)C.C(P1(=O)OP(CCC)(=O)OP(CCC)(=O)O1)CC, predict the reaction product. The product is: [Cl:10][C:4]1[CH:3]=[C:2]([NH:1][C:29](=[O:30])[CH2:28][CH:27]([CH3:32])[CH2:26][C:24]([NH:23][C:19]2[CH:18]=[C:17]3[C:22](=[CH:21][CH:20]=2)[N:13]([CH2:11][CH3:12])[C:14](=[O:36])[N:15]([CH2:34][CH3:35])[C:16]3=[O:33])=[O:25])[CH:7]=[N:6][C:5]=1[C:8]#[N:9].